From a dataset of Reaction yield outcomes from USPTO patents with 853,638 reactions. Predict the reaction yield, written as a fraction of the theoretical maximum amount of product (1.0 means a 100% yield; for example, 0.34 means a 34% yield). The reactants are O=P(Cl)(Cl)Cl.[O:6]1[C:10]2[CH:11]=[CH:12][C:13]([C:15]3([C:18]([NH:20][C:21]4[CH:22]=[C:23]5[C:27](=[CH:28][CH:29]=4)[NH:26][C:25]([C:30]([CH3:33])([CH3:32])[CH3:31])=[CH:24]5)=[O:19])[CH2:17][CH2:16]3)=[CH:14][C:9]=2[O:8][CH2:7]1.CN([CH:37]=[O:38])C. No catalyst specified. The product is [O:6]1[C:10]2[CH:11]=[CH:12][C:13]([C:15]3([C:18]([NH:20][C:21]4[CH:22]=[C:23]5[C:27](=[CH:28][CH:29]=4)[NH:26][C:25]([C:30]([CH3:33])([CH3:32])[CH3:31])=[C:24]5[CH:37]=[O:38])=[O:19])[CH2:17][CH2:16]3)=[CH:14][C:9]=2[O:8][CH2:7]1. The yield is 0.610.